Dataset: NCI-60 drug combinations with 297,098 pairs across 59 cell lines. Task: Regression. Given two drug SMILES strings and cell line genomic features, predict the synergy score measuring deviation from expected non-interaction effect. (1) Drug 1: C1=CC(=C2C(=C1NCCNCCO)C(=O)C3=C(C=CC(=C3C2=O)O)O)NCCNCCO. Drug 2: C1CN1P(=S)(N2CC2)N3CC3. Cell line: OVCAR-8. Synergy scores: CSS=44.2, Synergy_ZIP=-3.78, Synergy_Bliss=-1.83, Synergy_Loewe=-0.152, Synergy_HSA=2.26. (2) Drug 1: CNC(=O)C1=CC=CC=C1SC2=CC3=C(C=C2)C(=NN3)C=CC4=CC=CC=N4. Drug 2: C1=CC(=CC=C1C#N)C(C2=CC=C(C=C2)C#N)N3C=NC=N3. Cell line: SN12C. Synergy scores: CSS=10.2, Synergy_ZIP=-0.440, Synergy_Bliss=4.24, Synergy_Loewe=-5.49, Synergy_HSA=1.76.